From a dataset of NCI-60 drug combinations with 297,098 pairs across 59 cell lines. Regression. Given two drug SMILES strings and cell line genomic features, predict the synergy score measuring deviation from expected non-interaction effect. Drug 1: CN(C)C1=NC(=NC(=N1)N(C)C)N(C)C. Drug 2: CN(CC1=CN=C2C(=N1)C(=NC(=N2)N)N)C3=CC=C(C=C3)C(=O)NC(CCC(=O)O)C(=O)O. Cell line: SR. Synergy scores: CSS=52.6, Synergy_ZIP=2.25, Synergy_Bliss=-0.659, Synergy_Loewe=-1.32, Synergy_HSA=0.0361.